This data is from Full USPTO retrosynthesis dataset with 1.9M reactions from patents (1976-2016). The task is: Predict the reactants needed to synthesize the given product. (1) Given the product [Cl:19][C:3]1[C:2]([N:1]([S:30]([CH2:27][CH2:25][CH3:26])(=[O:32])=[O:31])[S:30]([CH2:27][CH2:28][CH3:29])(=[O:32])=[O:31])=[CH:17][CH:16]=[C:15]([F:18])[C:4]=1[C:5]([O:7][CH2:8][C:9]1[CH:14]=[CH:13][CH:12]=[CH:11][CH:10]=1)=[O:6], predict the reactants needed to synthesize it. The reactants are: [NH2:1][C:2]1[C:3]([Cl:19])=[C:4]([C:15]([F:18])=[CH:16][CH:17]=1)[C:5]([O:7][CH2:8][C:9]1[CH:14]=[CH:13][CH:12]=[CH:11][CH:10]=1)=[O:6].C(N([CH2:25][CH3:26])CC)C.[CH2:27]([S:30](Cl)(=[O:32])=[O:31])[CH2:28][CH3:29]. (2) Given the product [CH2:24]([NH:25][CH:6]1[CH2:5][CH:4]([C:9]2[CH:14]=[CH:13][N:12]=[CH:11][C:10]=2[N+:15]([O-:17])=[O:16])[O:3][CH:2]([CH3:1])[CH2:7]1)[C:18]1[CH:23]=[CH:22][CH:21]=[CH:20][CH:19]=1, predict the reactants needed to synthesize it. The reactants are: [CH3:1][CH:2]1[CH2:7][C:6](=O)[CH2:5][CH:4]([C:9]2[CH:14]=[CH:13][N:12]=[CH:11][C:10]=2[N+:15]([O-:17])=[O:16])[O:3]1.[C:18]1([CH2:24][NH2:25])[CH:23]=[CH:22][CH:21]=[CH:20][CH:19]=1.[BH4-].[Li+]. (3) Given the product [Cl:5][C:6]1[CH:12]=[CH:11][C:9]([NH2:10])=[C:8]([I:1])[CH:7]=1, predict the reactants needed to synthesize it. The reactants are: [I-:1].[K+].II.[Cl:5][C:6]1[CH:12]=[CH:11][C:9]([NH2:10])=[CH:8][CH:7]=1.C(=O)([O-])O.[Na+]. (4) Given the product [F:19][C:20]1[CH:25]=[CH:24][C:23]([C:2]2[CH:3]=[N:4][C:5]3[N:6]([CH:8]=[C:9]([CH2:11][O:12][C:13]4[CH:18]=[CH:17][CH:16]=[CH:15][N:14]=4)[N:10]=3)[CH:7]=2)=[CH:22][CH:21]=1, predict the reactants needed to synthesize it. The reactants are: Br[C:2]1[CH:3]=[N:4][C:5]2[N:6]([CH:8]=[C:9]([CH2:11][O:12][C:13]3[CH:18]=[CH:17][CH:16]=[CH:15][N:14]=3)[N:10]=2)[CH:7]=1.[F:19][C:20]1[CH:25]=[CH:24][C:23](B(O)O)=[CH:22][CH:21]=1.